Dataset: Full USPTO retrosynthesis dataset with 1.9M reactions from patents (1976-2016). Task: Predict the reactants needed to synthesize the given product. (1) The reactants are: [CH3:1][O:2][C:3]1[CH:11]=[C:10]2[C:6]([CH:7]=[C:8]([C:12]([OH:14])=O)[NH:9]2)=[CH:5][CH:4]=1.[NH3:15]. Given the product [CH3:1][O:2][C:3]1[CH:11]=[C:10]2[C:6]([CH:7]=[C:8]([C:12]([NH:15][C@@H:7]3[CH2:6][CH2:10][NH:9][CH2:8]3)=[O:14])[NH:9]2)=[CH:5][CH:4]=1, predict the reactants needed to synthesize it. (2) Given the product [Br:1][CH2:2][CH2:3][CH2:4][CH2:5][CH2:6][CH2:7][CH2:8][CH2:9][CH:10]1[O:14][CH2:13][CH2:12][O:11]1, predict the reactants needed to synthesize it. The reactants are: [Br:1][CH2:2][CH2:3][CH2:4][CH2:5][CH2:6][CH2:7][CH2:8][CH2:9][CH:10]=[O:11].[CH2:12](O)[CH2:13][OH:14].C1(C)C=CC(S(O)(=O)=O)=CC=1. (3) Given the product [C:1]([O:5][C:6]([C:8]1[CH:13]=[CH:12][C:11]([C:14]2[C:15]([C:29]([O:31][CH2:32][CH3:33])=[O:30])=[N:16][N:17]([C:23]3[CH:28]=[CH:27][CH:26]=[CH:25][CH:24]=3)[C:18]=2[CH2:19][CH2:20][CH2:21][CH3:22])=[C:10]([C:34]([N:36]2[C@H:45]([CH2:46][OH:47])[CH2:44][C:43]3[C:38](=[CH:39][CH:40]=[CH:41][CH:42]=3)[CH2:37]2)=[O:35])[CH:9]=1)=[O:7])([CH3:2])([CH3:3])[CH3:4], predict the reactants needed to synthesize it. The reactants are: [C:1]([O:5][C:6]([C:8]1[CH:13]=[CH:12][C:11]([C:14]2[C:15]([C:29]([O:31][CH2:32][CH3:33])=[O:30])=[N:16][N:17]([C:23]3[CH:28]=[CH:27][CH:26]=[CH:25][CH:24]=3)[C:18]=2[CH2:19][CH2:20][CH2:21][CH3:22])=[C:10]([C:34]([N:36]2[C@H:45]([CH2:46][O:47][Si](C(C)(C)C)(C)C)[CH2:44][C:43]3[C:38](=[CH:39][CH:40]=[CH:41][CH:42]=3)[CH2:37]2)=[O:35])[CH:9]=1)=[O:7])([CH3:4])([CH3:3])[CH3:2].CCCC[N+](CCCC)(CCCC)CCCC.[F-]. (4) Given the product [CH3:7][O:8][C:9]12[CH2:17][CH:13]3[CH2:14][CH:15]([CH2:16]1)[C:11]([C:18]([OH:20])=[O:23])([CH2:12]3)[CH2:10]2, predict the reactants needed to synthesize it. The reactants are: [OH-].[Na+].BrBr.Br[O-].[CH3:7][O:8][C:9]12[CH2:17][CH:13]3[CH2:14][CH:15]([CH2:16]1)[C:11]([C:18](=[O:20])C)([CH2:12]3)[CH2:10]2.CC(O)=[O:23]. (5) Given the product [Br:30][C:31]1[CH:36]=[CH:35][C:34]([O:37][C:2]2[C:7]([CH3:8])=[C:6]([O:9][CH:10]3[CH2:15][CH2:14][N:13]([C:16]4[O:20][N:19]=[C:18]([CH:21]([CH3:23])[CH3:22])[N:17]=4)[CH2:12][CH2:11]3)[N:5]=[CH:4][N:3]=2)=[C:33]([F:38])[CH:32]=1, predict the reactants needed to synthesize it. The reactants are: Cl[C:2]1[C:7]([CH3:8])=[C:6]([O:9][CH:10]2[CH2:15][CH2:14][N:13]([C:16]3[O:20][N:19]=[C:18]([CH:21]([CH3:23])[CH3:22])[N:17]=3)[CH2:12][CH2:11]2)[N:5]=[CH:4][N:3]=1.C(=O)([O-])[O-].[K+].[K+].[Br:30][C:31]1[CH:36]=[CH:35][C:34]([OH:37])=[C:33]([F:38])[CH:32]=1.